Regression. Given a peptide amino acid sequence and an MHC pseudo amino acid sequence, predict their binding affinity value. This is MHC class I binding data. From a dataset of Peptide-MHC class I binding affinity with 185,985 pairs from IEDB/IMGT. (1) The peptide sequence is TTIEDILPK. The MHC is HLA-A24:03 with pseudo-sequence HLA-A24:03. The binding affinity (normalized) is 0.0847. (2) The peptide sequence is GRGGNYPVQ. The MHC is Mamu-B03 with pseudo-sequence Mamu-B03. The binding affinity (normalized) is 0. (3) The peptide sequence is VRRRLTAR. The MHC is Mamu-B03 with pseudo-sequence Mamu-B03. The binding affinity (normalized) is 0.335. (4) The binding affinity (normalized) is 0. The MHC is H-2-Db with pseudo-sequence H-2-Db. The peptide sequence is YTTKYPNL. (5) The peptide sequence is APGKSLGTL. The MHC is HLA-B39:01 with pseudo-sequence HLA-B39:01. The binding affinity (normalized) is 0.213. (6) The MHC is HLA-B27:05 with pseudo-sequence HLA-B27:05. The binding affinity (normalized) is 0.0847. The peptide sequence is LTFLDCLYY. (7) The peptide sequence is LLLRPFWPA. The MHC is HLA-A69:01 with pseudo-sequence HLA-A69:01. The binding affinity (normalized) is 0.683. (8) The peptide sequence is REFEAQNVP. The MHC is HLA-A11:01 with pseudo-sequence HLA-A11:01. The binding affinity (normalized) is 0.426. (9) The peptide sequence is AHYEEDVNL. The MHC is HLA-B15:01 with pseudo-sequence HLA-B15:01. The binding affinity (normalized) is 0.0847. (10) The peptide sequence is SEHFSLLFL. The MHC is HLA-B35:01 with pseudo-sequence HLA-B35:01. The binding affinity (normalized) is 0.0847.